From a dataset of Catalyst prediction with 721,799 reactions and 888 catalyst types from USPTO. Predict which catalyst facilitates the given reaction. (1) Reactant: [Br:1][C:2]1[N:7]=[CH:6][C:5]([O:8][C@@H:9]([CH2:26][CH2:27]O)[C:10]([NH:12][CH:13]2[CH2:18][CH2:17][N:16]([C:19]([O:21][C:22]([CH3:25])([CH3:24])[CH3:23])=[O:20])[CH2:15][CH2:14]2)=[O:11])=[CH:4][CH:3]=1.C(P(CCCC)CCCC)CCC.N(C(OC(C)(C)C)=O)=NC(OC(C)(C)C)=O. Product: [C:22]([O:21][C:19]([N:16]1[CH2:15][CH2:14][CH:13]([N:12]2[CH2:27][CH2:26][C@H:9]([O:8][C:5]3[CH:6]=[N:7][C:2]([Br:1])=[CH:3][CH:4]=3)[C:10]2=[O:11])[CH2:18][CH2:17]1)=[O:20])([CH3:23])([CH3:25])[CH3:24]. The catalyst class is: 11. (2) Reactant: [NH2:1][C:2]1[O:3][C:4]2[C:9]([C@@H:10]([C:14]3[CH:19]=[C:18]([O:20][CH3:21])[C:17]([O:22][CH3:23])=[C:16]([Br:24])[CH:15]=3)[C:11]=1[C:12]#[N:13])=[CH:8][CH:7]=[C:6]([NH:25][C:26]([C@@H:28]([NH:30]C(=O)OCC1C3C=CC=CC=3C3C1=CC=CC=3)[CH3:29])=[O:27])[C:5]=2[NH2:48].C(Cl)Cl.[OH-].[Na+]. Product: [NH2:30][C@@H:28]([CH3:29])[C:26]([NH:25][C:6]1[C:5]([NH2:48])=[C:4]2[C:9]([C@@H:10]([C:14]3[CH:19]=[C:18]([O:20][CH3:21])[C:17]([O:22][CH3:23])=[C:16]([Br:24])[CH:15]=3)[C:11]([C:12]#[N:13])=[C:2]([NH2:1])[O:3]2)=[CH:8][CH:7]=1)=[O:27]. The catalyst class is: 5. (3) Reactant: [Cl:1][C:2]1[N:3]=[C:4]([C:9]([NH:11][CH:12]2[CH2:15][N:14]([C:16]3[S:17][C:18]4[C:24]([C:25]([O:27]CC)=[O:26])=[CH:23][CH:22]=[CH:21][C:19]=4[N:20]=3)[CH2:13]2)=[O:10])[NH:5][C:6]=1[CH2:7][CH3:8].[OH-].[Li+].O. Product: [Cl:1][C:2]1[N:3]=[C:4]([C:9]([NH:11][CH:12]2[CH2:15][N:14]([C:16]3[S:17][C:18]4[C:24]([C:25]([OH:27])=[O:26])=[CH:23][CH:22]=[CH:21][C:19]=4[N:20]=3)[CH2:13]2)=[O:10])[NH:5][C:6]=1[CH2:7][CH3:8]. The catalyst class is: 5. (4) The catalyst class is: 87. Reactant: C[O:2][C:3]([C:5]1[CH:6]=[C:7]2[C:11](=[CH:12][CH:13]=1)[N:10]([S:14]([C:17]1[CH:22]=[CH:21][CH:20]=[CH:19][CH:18]=1)(=[O:16])=[O:15])[C:9]([C:23]1[C:28]([F:29])=[CH:27][CH:26]=[CH:25][C:24]=1[F:30])=[CH:8]2)=[O:4].O[Li].O.O. Product: [C:17]1([S:14]([N:10]2[C:11]3[C:7](=[CH:6][C:5]([C:3]([OH:4])=[O:2])=[CH:13][CH:12]=3)[CH:8]=[C:9]2[C:23]2[C:24]([F:30])=[CH:25][CH:26]=[CH:27][C:28]=2[F:29])(=[O:15])=[O:16])[CH:22]=[CH:21][CH:20]=[CH:19][CH:18]=1. (5) Reactant: [CH2:1]([O:3][C:4](=[O:17])[CH2:5][C:6]1[C:10]2[CH:11]=[C:12](Br)[CH:13]=[CH:14][C:9]=2[O:8][C:7]=1[CH3:16])[CH3:2].[C:18]([Cu])#[N:19].[C-]#N.[Na+]. Product: [CH2:1]([O:3][C:4](=[O:17])[CH2:5][C:6]1[C:10]2[CH:11]=[C:12]([C:18]#[N:19])[CH:13]=[CH:14][C:9]=2[O:8][C:7]=1[CH3:16])[CH3:2]. The catalyst class is: 18.